Dataset: Reaction yield outcomes from USPTO patents with 853,638 reactions. Task: Predict the reaction yield, written as a fraction of the theoretical maximum amount of product (1.0 means a 100% yield; for example, 0.34 means a 34% yield). (1) The reactants are [Br:1][C:2]1[C:3]([CH3:20])=[C:4]([NH:8][C:9]([NH:11][CH2:12][CH:13](OCC)OCC)=[O:10])[CH:5]=[CH:6][CH:7]=1.C(=O)(O)[O-].[Na+]. The catalyst is S(=O)(=O)(O)O. The product is [Br:1][C:2]1[C:3]([CH3:20])=[C:4]([N:8]2[CH:13]=[CH:12][NH:11][C:9]2=[O:10])[CH:5]=[CH:6][CH:7]=1. The yield is 0.910. (2) The yield is 1.00. The reactants are [CH2:1]([CH:3]([CH2:25][CH2:26][CH2:27][CH3:28])[CH2:4][O:5][C:6]1[CH:7]=[C:8]([CH:13]=[C:14]([O:16][CH2:17][CH:18]([CH2:23][CH3:24])[CH2:19][CH2:20][CH2:21][CH3:22])[CH:15]=1)[C:9]([O:11]C)=[O:10])[CH3:2].[OH-].[K+].Cl. The catalyst is CCO.O. The product is [CH2:23]([CH:18]([CH2:19][CH2:20][CH2:21][CH3:22])[CH2:17][O:16][C:14]1[CH:13]=[C:8]([CH:7]=[C:6]([O:5][CH2:4][CH:3]([CH2:1][CH3:2])[CH2:25][CH2:26][CH2:27][CH3:28])[CH:15]=1)[C:9]([OH:11])=[O:10])[CH3:24]. (3) The reactants are Br[C:2]1[CH:14]=[CH:13][C:5]([CH2:6][N:7]([CH:10]2[CH2:12][CH2:11]2)[CH2:8][CH3:9])=[C:4]([CH3:15])[CH:3]=1.[CH3:16][Si:17]([C:20]#[CH:21])([CH3:19])[CH3:18]. The catalyst is C(N(CC)CC)C.[Cu]I.Cl[Pd](Cl)([P](C1C=CC=CC=1)(C1C=CC=CC=1)C1C=CC=CC=1)[P](C1C=CC=CC=1)(C1C=CC=CC=1)C1C=CC=CC=1. The product is [CH:10]1([N:7]([CH2:8][CH3:9])[CH2:6][C:5]2[CH:13]=[CH:14][C:2]([C:21]#[C:20][Si:17]([CH3:19])([CH3:18])[CH3:16])=[CH:3][C:4]=2[CH3:15])[CH2:12][CH2:11]1. The yield is 0.980. (4) The reactants are [N:1]1[CH:2]=[CH:3][N:4]2[CH:9]=[CH:8][C:7]([C:10]([CH3:14])([CH3:13])[C:11]#[N:12])=[N:6][C:5]=12.Br[C:16]1[N:21]=[C:20]([C:22]2[CH:29]=[CH:28][CH:27]=[CH:26][C:23]=2[C:24]#[N:25])[CH:19]=[CH:18][CH:17]=1.C(=O)([O-])[O-].[Cs+].[Cs+]. The catalyst is O1CCOCC1.O.[Pd].C1(P(C2C=CC=CC=2)C2C=CC=CC=2)C=CC=CC=1.C1(P(C2C=CC=CC=2)C2C=CC=CC=2)C=CC=CC=1.C1(P(C2C=CC=CC=2)C2C=CC=CC=2)C=CC=CC=1.C1(P(C2C=CC=CC=2)C2C=CC=CC=2)C=CC=CC=1. The product is [C:11]([C:10]([C:7]1[CH:8]=[CH:9][N:4]2[C:3]([C:16]3[N:21]=[C:20]([C:22]4[CH:29]=[CH:28][CH:27]=[CH:26][C:23]=4[C:24]#[N:25])[CH:19]=[CH:18][CH:17]=3)=[CH:2][N:1]=[C:5]2[N:6]=1)([CH3:14])[CH3:13])#[N:12]. The yield is 0.380. (5) The product is [F:1][C:2]1[CH:3]=[C:4]([C:9]2[O:13][N:12]=[C:11]([C:14]([N:16]3[CH2:21][C@H:20]([CH2:22][CH:23]([CH3:25])[CH3:24])[NH:19][C:18](=[O:26])[C@@H:17]3[CH2:27][CH:28]([CH3:30])[CH3:29])=[O:15])[CH:10]=2)[CH:5]=[CH:6][CH:7]=1. The yield is 0.572. The reactants are [F:1][C:2]1[CH:3]=[C:4]([C:9]2[O:13][N:12]=[C:11]([C:14]([N:16]3[CH2:21][C@H:20]([CH2:22][CH:23]([CH3:25])[CH3:24])[NH:19][C:18](=[O:26])[C@@H:17]3[CH2:27][CH:28]([CH3:30])[CH3:29])=[O:15])[CH:10]=2)[CH:5]=[CH:6][C:7]=1F.C([C@@H]1NC[C@H](CC(C)C)NC1=O)C(C)C.FC1C=C(C2ON=C(C(O)=O)C=2)C=CC=1. No catalyst specified. (6) The reactants are [CH2:1]([C:3]1([CH2:14][CH3:15])[O:7][B:6]([OH:8])[C:5]2[CH:9]=[CH:10][C:11]([CH3:13])=[CH:12][C:4]1=2)[CH3:2].C(OOC(=O)C1C=CC=CC=1)(=[O:23])C1C=CC=CC=1.C1C(=O)N(Br)C(=O)C1.C([O-])([O-])=O.[Na+].[Na+].Cl. The catalyst is C(Cl)(Cl)(Cl)Cl. The product is [CH2:14]([C:3]1([CH2:1][CH3:2])[O:7][B:6]([OH:8])[C:5]2[CH:9]=[CH:10][C:11]([CH:13]=[O:23])=[CH:12][C:4]1=2)[CH3:15]. The yield is 0.560. (7) The reactants are Cl[C:2]1[N:7]=[C:6]([NH:8][C:9]2[CH:14]=[CH:13][CH:12]=[CH:11][C:10]=2[S:15]([N:18]([CH3:20])[CH3:19])(=[O:17])=[O:16])[C:5]([Cl:21])=[CH:4][N:3]=1.[CH3:22][O:23][C:24]1[C:25]([NH2:43])=[CH:26][C:27]2[CH2:33][CH2:32][N:31]([CH2:34][CH2:35][N:36]3[CH2:41][CH2:40][O:39][CH2:38][CH2:37]3)[CH2:30][CH2:29][C:28]=2[CH:42]=1. No catalyst specified. The product is [Cl:21][C:5]1[C:6]([NH:8][C:9]2[CH:14]=[CH:13][CH:12]=[CH:11][C:10]=2[S:15]([N:18]([CH3:20])[CH3:19])(=[O:17])=[O:16])=[N:7][C:2]([NH:43][C:25]2[C:24]([O:23][CH3:22])=[CH:42][C:28]3[CH2:29][CH2:30][N:31]([CH2:34][CH2:35][N:36]4[CH2:41][CH2:40][O:39][CH2:38][CH2:37]4)[CH2:32][CH2:33][C:27]=3[CH:26]=2)=[N:3][CH:4]=1. The yield is 0.280.